This data is from Full USPTO retrosynthesis dataset with 1.9M reactions from patents (1976-2016). The task is: Predict the reactants needed to synthesize the given product. (1) Given the product [NH:1]1[C:9]2[C:4](=[C:5]([CH2:10][OH:11])[CH:6]=[CH:7][CH:8]=2)[CH:3]=[CH:2]1, predict the reactants needed to synthesize it. The reactants are: [NH:1]1[C:9]2[CH:8]=[CH:7][CH:6]=[C:5]([CH:10]=[O:11])[C:4]=2[CH:3]=[CH:2]1.[BH4-].[Na+].O. (2) Given the product [Cl:28][C:25]1[CH:26]=[CH:27][C:22]([O:21][CH2:20][C:19]([N:10]2[C:11]3[CH:18]=[CH:17][CH:16]=[CH:15][C:12]=3[CH2:13][N:14]3[C:5]([C:3]([NH:32][CH2:33][CH2:34][C:35]4[CH:40]=[CH:39][C:38]([OH:41])=[CH:37][CH:36]=4)=[O:4])=[CH:6][CH:7]=[C:8]3[CH2:9]2)=[O:29])=[CH:23][CH:24]=1, predict the reactants needed to synthesize it. The reactants are: ClC(Cl)(Cl)[C:3]([C:5]1[N:14]2[C:8]([CH2:9][N:10]([C:19](=[O:29])[CH2:20][O:21][C:22]3[CH:27]=[CH:26][C:25]([Cl:28])=[CH:24][CH:23]=3)[C:11]3[CH:18]=[CH:17][CH:16]=[CH:15][C:12]=3[CH2:13]2)=[CH:7][CH:6]=1)=[O:4].[NH2:32][CH2:33][CH2:34][C:35]1[CH:40]=[CH:39][C:38]([OH:41])=[CH:37][CH:36]=1.